This data is from Full USPTO retrosynthesis dataset with 1.9M reactions from patents (1976-2016). The task is: Predict the reactants needed to synthesize the given product. The reactants are: [CH3:1][O:2][C:3]([C:5]1[CH:6]=[C:7]([Cl:24])[CH:8]=[C:9]2[C:14]=1[NH:13][CH:12]([C:15]1[CH:20]=[CH:19][CH:18]=[C:17](Br)[CH:16]=1)[C:11]([CH3:23])([CH3:22])[CH2:10]2)=[O:4].[CH:25]([C:28]1[CH:33]=[CH:32][C:31](B(O)O)=[CH:30][CH:29]=1)([CH3:27])[CH3:26].C(=O)([O-])[O-].[Na+].[Na+]. Given the product [CH3:1][O:2][C:3]([C:5]1[CH:6]=[C:7]([Cl:24])[CH:8]=[C:9]2[C:14]=1[NH:13][CH:12]([C:15]1[CH:16]=[C:17]([C:31]3[CH:32]=[CH:33][C:28]([CH:25]([CH3:27])[CH3:26])=[CH:29][CH:30]=3)[CH:18]=[CH:19][CH:20]=1)[C:11]([CH3:23])([CH3:22])[CH2:10]2)=[O:4], predict the reactants needed to synthesize it.